Dataset: NCI-60 drug combinations with 297,098 pairs across 59 cell lines. Task: Regression. Given two drug SMILES strings and cell line genomic features, predict the synergy score measuring deviation from expected non-interaction effect. (1) Drug 1: C1=CC=C(C=C1)NC(=O)CCCCCCC(=O)NO. Cell line: KM12. Synergy scores: CSS=61.2, Synergy_ZIP=1.79, Synergy_Bliss=6.12, Synergy_Loewe=-13.1, Synergy_HSA=3.52. Drug 2: CC1C(C(CC(O1)OC2CC(OC(C2O)C)OC3=CC4=CC5=C(C(=O)C(C(C5)C(C(=O)C(C(C)O)O)OC)OC6CC(C(C(O6)C)O)OC7CC(C(C(O7)C)O)OC8CC(C(C(O8)C)O)(C)O)C(=C4C(=C3C)O)O)O)O. (2) Drug 1: CN1C(=O)N2C=NC(=C2N=N1)C(=O)N. Drug 2: CC(C)(C1=NC(=CC=C1)N2C3=NC(=NC=C3C(=O)N2CC=C)NC4=CC=C(C=C4)N5CCN(CC5)C)O. Cell line: HT29. Synergy scores: CSS=48.6, Synergy_ZIP=10.0, Synergy_Bliss=12.1, Synergy_Loewe=-59.7, Synergy_HSA=9.34. (3) Drug 1: COC1=C(C=C2C(=C1)N=CN=C2NC3=CC(=C(C=C3)F)Cl)OCCCN4CCOCC4. Drug 2: C1CN1P(=S)(N2CC2)N3CC3. Cell line: TK-10. Synergy scores: CSS=37.1, Synergy_ZIP=4.06, Synergy_Bliss=4.79, Synergy_Loewe=-3.09, Synergy_HSA=6.02. (4) Drug 1: CC1=CC=C(C=C1)C2=CC(=NN2C3=CC=C(C=C3)S(=O)(=O)N)C(F)(F)F. Drug 2: CS(=O)(=O)CCNCC1=CC=C(O1)C2=CC3=C(C=C2)N=CN=C3NC4=CC(=C(C=C4)OCC5=CC(=CC=C5)F)Cl. Cell line: HL-60(TB). Synergy scores: CSS=-0.0565, Synergy_ZIP=0.210, Synergy_Bliss=0.0820, Synergy_Loewe=-3.66, Synergy_HSA=-2.28.